Dataset: Reaction yield outcomes from USPTO patents with 853,638 reactions. Task: Predict the reaction yield, written as a fraction of the theoretical maximum amount of product (1.0 means a 100% yield; for example, 0.34 means a 34% yield). (1) The reactants are [CH3:1][O:2][C:3]1[CH:8]=[CH:7][C:6]([CH2:9][C:10]#[N:11])=[CH:5][CH:4]=1.C([Li])CCC.[C:17]1(=[O:23])[CH2:22][CH2:21][CH2:20][CH2:19][CH2:18]1.[Cl-].[NH4+]. The catalyst is O1CCCC1. The product is [C:10]([CH:9]([C:6]1[CH:7]=[CH:8][C:3]([O:2][CH3:1])=[CH:4][CH:5]=1)[C:17]1([OH:23])[CH2:22][CH2:21][CH2:20][CH2:19][CH2:18]1)#[N:11]. The yield is 0.342. (2) The reactants are [N:1]1([C:10]2[CH:23]=[CH:22][C:13]([C:14]([N:16]3[CH2:20][CH2:19][C@@H:18]([OH:21])[CH2:17]3)=[O:15])=[CH:12][CH:11]=2)[C:5]2[CH:6]=[CH:7][CH:8]=[CH:9][C:4]=2[N:3]=[CH:2]1.C(N(C(C)C)CC)(C)C.[CH3:33][S:34](Cl)(=[O:36])=[O:35]. The catalyst is ClCCl. The product is [CH3:33][S:34]([O:21][C@@H:18]1[CH2:19][CH2:20][N:16]([C:14](=[O:15])[C:13]2[CH:22]=[CH:23][C:10]([N:1]3[C:5]4[CH:6]=[CH:7][CH:8]=[CH:9][C:4]=4[N:3]=[CH:2]3)=[CH:11][CH:12]=2)[CH2:17]1)(=[O:36])=[O:35]. The yield is 0.810. (3) The reactants are [F:1][C:2]1[CH:7]=[CH:6][C:5](/[CH:8]=[CH:9]/[C:10]2[CH:15]=[CH:14][C:13]([S:16]([C:19]3[C:24]([CH2:25][OH:26])=[CH:23][CH:22]=[CH:21][N:20]=3)(=[O:18])=[O:17])=[CH:12][CH:11]=2)=[CH:4][CH:3]=1.C[N+]1([O-])CCOCC1. The catalyst is ClCCl.[Ru]([O-])(=O)(=O)=O.C([N+](CCC)(CCC)CCC)CC. The product is [F:1][C:2]1[CH:7]=[CH:6][C:5](/[CH:8]=[CH:9]/[C:10]2[CH:11]=[CH:12][C:13]([S:16]([C:19]3[N:20]=[CH:21][CH:22]=[CH:23][C:24]=3[CH:25]=[O:26])(=[O:17])=[O:18])=[CH:14][CH:15]=2)=[CH:4][CH:3]=1. The yield is 0.520. (4) The reactants are CO[C:3]([C:9]1[CH:14]=[CH:13][C:12]([O:15][C:16]2[CH:21]=[CH:20][CH:19]=[CH:18][CH:17]=2)=[CH:11][CH:10]=1)=[C:4]([C:7]#[N:8])[C:5]#[N:6].[Br:22][C:23]1[CH:24]=[N:25][CH:26]=[CH:27][C:28]=1[NH:29][NH2:30]. The catalyst is C(O)C. The product is [NH2:6][C:5]1[N:29]([C:28]2[CH:27]=[CH:26][N:25]=[CH:24][C:23]=2[Br:22])[N:30]=[C:3]([C:9]2[CH:14]=[CH:13][C:12]([O:15][C:16]3[CH:21]=[CH:20][CH:19]=[CH:18][CH:17]=3)=[CH:11][CH:10]=2)[C:4]=1[C:7]#[N:8]. The yield is 0.350.